This data is from NCI-60 drug combinations with 297,098 pairs across 59 cell lines. The task is: Regression. Given two drug SMILES strings and cell line genomic features, predict the synergy score measuring deviation from expected non-interaction effect. (1) Drug 1: CC(C1=C(C=CC(=C1Cl)F)Cl)OC2=C(N=CC(=C2)C3=CN(N=C3)C4CCNCC4)N. Drug 2: CC1C(C(CC(O1)OC2CC(CC3=C2C(=C4C(=C3O)C(=O)C5=C(C4=O)C(=CC=C5)OC)O)(C(=O)CO)O)N)O.Cl. Cell line: A549. Synergy scores: CSS=36.7, Synergy_ZIP=-3.84, Synergy_Bliss=-7.20, Synergy_Loewe=-12.4, Synergy_HSA=-4.55. (2) Drug 1: CC12CCC(CC1=CCC3C2CCC4(C3CC=C4C5=CN=CC=C5)C)O. Drug 2: CC1=C(N=C(N=C1N)C(CC(=O)N)NCC(C(=O)N)N)C(=O)NC(C(C2=CN=CN2)OC3C(C(C(C(O3)CO)O)O)OC4C(C(C(C(O4)CO)O)OC(=O)N)O)C(=O)NC(C)C(C(C)C(=O)NC(C(C)O)C(=O)NCCC5=NC(=CS5)C6=NC(=CS6)C(=O)NCCC[S+](C)C)O. Cell line: A498. Synergy scores: CSS=1.98, Synergy_ZIP=-0.558, Synergy_Bliss=-1.79, Synergy_Loewe=-16.2, Synergy_HSA=-3.82.